From a dataset of Full USPTO retrosynthesis dataset with 1.9M reactions from patents (1976-2016). Predict the reactants needed to synthesize the given product. (1) Given the product [Cl:25][C:23]1[CH:22]=[CH:21][N:20]=[C:19]([NH:9][C:10]([NH:33][CH2:32][CH2:31][CH2:30][N:29]([CH2:34][CH3:35])[CH2:27][CH3:28])=[O:12])[CH:24]=1, predict the reactants needed to synthesize it. The reactants are: C1(OC(=O)[N:9]([C:19]2[CH:24]=[C:23]([Cl:25])[CH:22]=[CH:21][N:20]=2)[C:10]([O:12]C2C=CC=CC=2)=O)C=CC=CC=1.[CH2:27]([N:29]([CH2:34][CH3:35])[CH2:30][CH2:31][CH2:32][NH2:33])[CH3:28]. (2) Given the product [F:38][C:19]([F:18])([F:37])[C:20]([NH:22][C:23]1[CH:28]=[N:27][C:26]([S:29](=[O:31])(=[O:30])[NH:1][C:2]2[CH:3]=[CH:4][C:5]3[CH2:9][O:8][B:7]([OH:10])[C:6]=3[CH:11]=2)=[C:25]([C:33]([F:36])([F:35])[F:34])[CH:24]=1)=[O:21], predict the reactants needed to synthesize it. The reactants are: [NH2:1][C:2]1[CH:3]=[CH:4][C:5]2[CH2:9][O:8][B:7]([OH:10])[C:6]=2[CH:11]=1.C(=O)([O-])[O-].[K+].[K+].[F:18][C:19]([F:38])([F:37])[C:20]([NH:22][C:23]1[CH:24]=[C:25]([C:33]([F:36])([F:35])[F:34])[C:26]([S:29](Cl)(=[O:31])=[O:30])=[N:27][CH:28]=1)=[O:21]. (3) Given the product [CH3:1][CH:2]([CH2:5][CH2:6][CH2:7][NH:8][CH:10]([CH2:11][C:12]([O:14][CH2:15][CH3:16])=[O:13])[C:9]([O:18][CH2:19][CH3:20])=[O:17])[CH2:3][NH:4][CH:10]([CH2:11][C:12]([O:14][CH2:15][CH3:16])=[O:13])[C:9]([O:18][CH2:19][CH3:20])=[O:17], predict the reactants needed to synthesize it. The reactants are: [CH3:1][CH:2]([CH2:5][CH2:6][CH2:7][NH2:8])[CH2:3][NH2:4].[C:9]([O:18][CH2:19][CH3:20])(=[O:17])/[CH:10]=[CH:11]\[C:12]([O:14][CH2:15][CH3:16])=[O:13]. (4) Given the product [Cl:1][C:2]1[CH:3]=[C:4]([CH2:9][N:10]2[C:14]([CH3:15])=[C:13]([C:16]([NH:18][C:19]3[CH:27]=[CH:26][CH:25]=[C:21]([C:22]([NH:30][CH2:28][CH3:29])=[O:24])[CH:20]=3)=[O:17])[N:12]=[N:11]2)[CH:5]=[CH:6][C:7]=1[Cl:8], predict the reactants needed to synthesize it. The reactants are: [Cl:1][C:2]1[CH:3]=[C:4]([CH2:9][N:10]2[C:14]([CH3:15])=[C:13]([C:16]([NH:18][C:19]3[CH:20]=[C:21]([CH:25]=[CH:26][CH:27]=3)[C:22]([OH:24])=O)=[O:17])[N:12]=[N:11]2)[CH:5]=[CH:6][C:7]=1[Cl:8].[CH2:28]([NH2:30])[CH3:29].CN(C(ON1N=NC2C=CC=NC1=2)=[N+](C)C)C.F[P-](F)(F)(F)(F)F.CCN(C(C)C)C(C)C.